Dataset: Forward reaction prediction with 1.9M reactions from USPTO patents (1976-2016). Task: Predict the product of the given reaction. Given the reactants C[O:2][C:3](=[O:21])[CH2:4][CH2:5][C:6]1[CH:11]=[CH:10][C:9]([O:12][C:13]2[CH:18]=[CH:17][CH:16]=[C:15](Br)[CH:14]=2)=[CH:8][C:7]=1[CH3:20].[CH2:22]([C:24]1[CH:29]=[CH:28][C:27]([OH:30])=[CH:26][CH:25]=1)[CH3:23], predict the reaction product. The product is: [CH2:22]([C:24]1[CH:29]=[CH:28][C:27]([O:30][C:15]2[CH:14]=[C:13]([CH:18]=[CH:17][CH:16]=2)[O:12][C:9]2[CH:10]=[CH:11][C:6]([CH2:5][CH2:4][C:3]([OH:2])=[O:21])=[C:7]([CH3:20])[CH:8]=2)=[CH:26][CH:25]=1)[CH3:23].